The task is: Predict the reaction yield, written as a fraction of the theoretical maximum amount of product (1.0 means a 100% yield; for example, 0.34 means a 34% yield).. This data is from Reaction yield outcomes from USPTO patents with 853,638 reactions. (1) The reactants are [CH:1]1([CH2:4][NH:5][C:6]([C@@H:8]2[CH2:12][CH2:11][NH:10][CH2:9]2)=[O:7])[CH2:3][CH2:2]1.[F:13][C:14]1[CH:22]=[CH:21][C:20]([CH:23]=[O:24])=[CH:19][C:15]=1[C:16](O)=[O:17].F[P-](F)(F)(F)(F)F.N1(OC(N(C)C)=[N+](C)C)C2C=CC=CC=2N=N1.C(N(CC)C(C)C)(C)C. No catalyst specified. The product is [CH:1]1([CH2:4][NH:5][C:6]([C@@H:8]2[CH2:12][CH2:11][N:10]([C:16](=[O:17])[C:15]3[CH:19]=[C:20]([CH:23]=[O:24])[CH:21]=[CH:22][C:14]=3[F:13])[CH2:9]2)=[O:7])[CH2:2][CH2:3]1. The yield is 0.470. (2) The reactants are Br[C:2]1[N:10]([CH2:11][C:12]2[CH:17]=[CH:16][C:15]([Cl:18])=[CH:14][CH:13]=2)[C:9]2[C:8](=[O:19])[N:7]([CH2:20][CH2:21][CH2:22][OH:23])[C:6](=[O:24])[N:5]([CH3:25])[C:4]=2[N:3]=1.[Cl:26][C:27]1[CH:28]=[C:29]([OH:38])[CH:30]=[C:31]([O:33][C:34]([F:37])([F:36])[F:35])[CH:32]=1.C(=O)([O-])[O-].[K+].[K+]. The catalyst is CN(C=O)C. The product is [Cl:26][C:27]1[CH:28]=[C:29]([CH:30]=[C:31]([O:33][C:34]([F:35])([F:36])[F:37])[CH:32]=1)[O:38][C:2]1[N:10]([CH2:11][C:12]2[CH:17]=[CH:16][C:15]([Cl:18])=[CH:14][CH:13]=2)[C:9]2[C:8](=[O:19])[N:7]([CH2:20][CH2:21][CH2:22][OH:23])[C:6](=[O:24])[N:5]([CH3:25])[C:4]=2[N:3]=1. The yield is 0.535. (3) The product is [CH:13]1([C:11]2[S:10][CH:9]=[C:8]([C:6]([OH:7])=[O:5])[CH:12]=2)[CH2:14][CH2:15][CH2:16][CH2:17][CH2:18]1. The catalyst is O. The reactants are [OH-].[Na+].C([O:5][C:6]([C:8]1[CH:12]=[C:11]([CH:13]2[CH2:18][CH2:17][CH2:16][CH2:15][CH2:14]2)[S:10][CH:9]=1)=[O:7])C. The yield is 0.860. (4) The reactants are C([O:5][P:6]([CH:13]([OH:24])[C:14]1[CH:15]=[N:16][C:17]2[C:22]([CH:23]=1)=[CH:21][CH:20]=[CH:19][CH:18]=2)(=[O:12])[O:7]C(C)(C)C)(C)(C)C. The catalyst is C(O)(=O)C.O. The product is [OH:24][CH:13]([P:6](=[O:5])([OH:7])[OH:12])[C:14]1[CH:15]=[N:16][C:17]2[C:22]([CH:23]=1)=[CH:21][CH:20]=[CH:19][CH:18]=2. The yield is 0.860. (5) The reactants are [CH3:1][O:2][C:3]1[CH:4]=[C:5]([CH:7]=[CH:8][C:9]=1[O:10][CH2:11][CH2:12][CH:13]1[CH2:17][CH2:16][CH2:15][O:14]1)[NH2:6].[Cl:18][C:19]1[CH:24]=[CH:23][C:22]([C:25]2[CH:26]=[C:27]([C:30](O)=[O:31])[NH:28][CH:29]=2)=[CH:21][CH:20]=1. No catalyst specified. The product is [Cl:18][C:19]1[CH:24]=[CH:23][C:22]([C:25]2[CH:26]=[C:27]([C:30]([NH:6][C:5]3[CH:7]=[CH:8][C:9]([O:10][CH2:11][CH2:12][CH:13]4[CH2:17][CH2:16][CH2:15][O:14]4)=[C:3]([O:2][CH3:1])[CH:4]=3)=[O:31])[NH:28][CH:29]=2)=[CH:21][CH:20]=1. The yield is 0.980. (6) The reactants are Br[C:2]1[C:10]2[S:9][CH:8]=[N:7][C:6]=2[CH:5]=[CH:4][CH:3]=1.[B:11]1([B:11]2[O:15][C:14]([CH3:17])([CH3:16])[C:13]([CH3:19])([CH3:18])[O:12]2)[O:15][C:14]([CH3:17])([CH3:16])[C:13]([CH3:19])([CH3:18])[O:12]1.C([O-])(=O)C.[K+]. The catalyst is O1CCOCC1.[Pd](Cl)Cl.C1(P(C2C=CC=CC=2)[C-]2C=CC=C2)C=CC=CC=1.[C-]1(P(C2C=CC=CC=2)C2C=CC=CC=2)C=CC=C1.[Fe+2]. The product is [CH3:18][C:13]1([CH3:19])[C:14]([CH3:17])([CH3:16])[O:15][B:11]([C:2]2[C:10]3[S:9][CH:8]=[N:7][C:6]=3[CH:5]=[CH:4][CH:3]=2)[O:12]1. The yield is 0.820. (7) The reactants are Br[C:2]1[CH:3]=[C:4]2[C:8](=[C:9]([CH3:11])[CH:10]=1)[C:7](=[O:12])[N:6]([CH2:13][C:14]1[CH:19]=[CH:18][C:17]([O:20][C:21]([F:24])([F:23])[F:22])=[CH:16][CH:15]=1)[CH2:5]2.CN[C@@H]1CCCC[C@H]1NC.[I-:35].[Na+]. The catalyst is C(O)CCC.C(OCC)(=O)C.[Cu]I. The product is [I:35][C:2]1[CH:3]=[C:4]2[C:8](=[C:9]([CH3:11])[CH:10]=1)[C:7](=[O:12])[N:6]([CH2:13][C:14]1[CH:19]=[CH:18][C:17]([O:20][C:21]([F:24])([F:23])[F:22])=[CH:16][CH:15]=1)[CH2:5]2. The yield is 0.850.